This data is from Forward reaction prediction with 1.9M reactions from USPTO patents (1976-2016). The task is: Predict the product of the given reaction. (1) The product is: [F:7][C:8]([F:18])([F:17])[CH:9]1[CH2:11][CH:10]1[CH2:12][OH:13]. Given the reactants [H-].[H-].[H-].[H-].[Li+].[Al+3].[F:7][C:8]([F:18])([F:17])[CH:9]1[CH2:11][CH:10]1[C:12](OCC)=[O:13], predict the reaction product. (2) Given the reactants [Br:1][C:2]1[CH:13]=[CH:12][CH:11]=[CH:10][C:3]=1[O:4][CH:5]1[CH2:9][CH2:8][NH:7][CH2:6]1.Br[CH2:15][CH2:16][O:17][CH3:18].C(=O)([O-])[O-].[K+].[K+].CN(C)C=O, predict the reaction product. The product is: [Br:1][C:2]1[CH:13]=[CH:12][CH:11]=[CH:10][C:3]=1[O:4][CH:5]1[CH2:9][CH2:8][N:7]([CH2:15][CH2:16][O:17][CH3:18])[CH2:6]1. (3) Given the reactants [NH2:1][C:2]1[N:11]=[C:10]([C:12]([N:14]2[CH2:22][C:21]3[C:16](=[CH:17][CH:18]=[CH:19][CH:20]=3)[CH2:15]2)=[O:13])[C:9]2[C:4](=[CH:5][CH:6]=[C:7]([C:23]3[CH:30]=[CH:29][CH:28]=[CH:27][C:24]=3[CH:25]=O)[CH:8]=2)[N:3]=1.[CH3:31][NH:32][CH2:33][CH3:34].C(O)(=O)C.C(O[BH-](OC(=O)C)OC(=O)C)(=O)C.[Na+], predict the reaction product. The product is: [NH2:1][C:2]1[N:11]=[C:10]([C:12]([N:14]2[CH2:22][C:21]3[C:16](=[CH:17][CH:18]=[CH:19][CH:20]=3)[CH2:15]2)=[O:13])[C:9]2[C:4](=[CH:5][CH:6]=[C:7]([C:23]3[CH:30]=[CH:29][CH:28]=[CH:27][C:24]=3[CH2:25][N:32]([CH2:33][CH3:34])[CH3:31])[CH:8]=2)[N:3]=1. (4) Given the reactants O.Cl.[F:3][C:4]1[CH:9]=[CH:8][C:7]([S:10]([CH3:13])(=[O:12])=[O:11])=[C:6]([N+:14]([O-])=O)[CH:5]=1, predict the reaction product. The product is: [F:3][C:4]1[CH:9]=[CH:8][C:7]([S:10]([CH3:13])(=[O:12])=[O:11])=[C:6]([NH2:14])[CH:5]=1. (5) Given the reactants [CH3:1][C:2]1[CH:3]=[C:4]([CH:13]2[CH2:18][N:17]([C:19]([N:21]3[CH2:26][CH2:25][O:24][CH2:23][CH2:22]3)=[O:20])[CH2:16][CH:15]([C:27](O)=[O:28])[CH2:14]2)[CH:5]=[CH:6][C:7]=1[O:8][C:9]([F:12])([F:11])[F:10].O[NH:31][C:32](=[NH:37])[CH2:33][CH2:34][O:35][CH3:36], predict the reaction product. The product is: [CH3:36][O:35][CH2:34][CH2:33][C:32]1[N:37]=[C:27]([CH:15]2[CH2:14][CH:13]([C:4]3[CH:5]=[CH:6][C:7]([O:8][C:9]([F:12])([F:11])[F:10])=[C:2]([CH3:1])[CH:3]=3)[CH2:18][N:17]([C:19]([N:21]3[CH2:22][CH2:23][O:24][CH2:25][CH2:26]3)=[O:20])[CH2:16]2)[O:28][N:31]=1.